From a dataset of Forward reaction prediction with 1.9M reactions from USPTO patents (1976-2016). Predict the product of the given reaction. (1) Given the reactants [CH2:1](N1CCC(NC2C=CC=C(F)C=2)(C#N)CC1)[C:2]1C=CC=CC=1.C(C(C(Cl)=O)C(Cl)=O)C.N1C(C)=CC=CC=1C.[CH2:41]([N:48]1[CH2:53][CH2:52][C:51]([N:56]([C:63]2[CH:68]=[CH:67][CH:66]=[C:65]([F:69])[CH:64]=2)[C:57](=[O:62])[CH2:58][C:59]([OH:61])=[O:60])([C:54]#[N:55])[CH2:50][CH2:49]1)[C:42]1[CH:47]=[CH:46][CH:45]=[CH:44][CH:43]=1, predict the reaction product. The product is: [CH2:41]([N:48]1[CH2:53][CH2:52][C:51]([N:56]([C:63]2[CH:68]=[CH:67][CH:66]=[C:65]([F:69])[CH:64]=2)[C:57](=[O:62])[CH2:58][C:59]([O:61][CH2:1][CH3:2])=[O:60])([C:54]#[N:55])[CH2:50][CH2:49]1)[C:42]1[CH:43]=[CH:44][CH:45]=[CH:46][CH:47]=1. (2) Given the reactants [CH3:1][C:2]([C:6]1[CH:7]=[C:8]2[C:13](=[CH:14][CH:15]=1)[C:12](=[O:16])[NH:11][CH2:10][CH2:9]2)([CH3:5])[C:3]#[N:4].[Br:17][C:18]1[CH:25]=[CH:24][CH:23]=[C:22](Br)[C:19]=1[CH:20]=[O:21].C(=O)([O-])[O-].[Cs+].[Cs+], predict the reaction product. The product is: [Br:17][C:18]1[C:19]([CH:20]=[O:21])=[C:22]([N:11]2[CH2:10][CH2:9][C:8]3[C:13](=[CH:14][CH:15]=[C:6]([C:2]([CH3:1])([CH3:5])[C:3]#[N:4])[CH:7]=3)[C:12]2=[O:16])[CH:23]=[CH:24][CH:25]=1. (3) The product is: [O:10]1[CH:14]=[CH:13][C:12]([C:2]2[CH:9]=[CH:8][C:5]([CH:6]=[O:7])=[CH:4][N:3]=2)=[CH:11]1. Given the reactants Br[C:2]1[CH:9]=[CH:8][C:5]([CH:6]=[O:7])=[CH:4][N:3]=1.[O:10]1[CH:14]=[CH:13][C:12](B(O)O)=[CH:11]1, predict the reaction product. (4) Given the reactants C(OC([N:8]1[CH2:13][CH2:12][N:11]([C:14](=[O:41])[CH2:15][CH2:16][C:17]2[CH:22]=[CH:21][C:20]([C:23]([N:25]3[CH2:34][C:33]4[CH:32]=[N:31][N:30]([CH3:35])[C:29]=4[NH:28][C:27]4[CH:36]=[CH:37][CH:38]=[CH:39][C:26]3=4)=[O:24])=[CH:19][C:18]=2[CH3:40])[CH2:10][CH2:9]1)=O)(C)(C)C.Cl.O1CCOCC1, predict the reaction product. The product is: [CH3:40][C:18]1[CH:19]=[C:20]([C:23]([N:25]2[CH2:34][C:33]3[CH:32]=[N:31][N:30]([CH3:35])[C:29]=3[NH:28][C:27]3[CH:36]=[CH:37][CH:38]=[CH:39][C:26]2=3)=[O:24])[CH:21]=[CH:22][C:17]=1[CH2:16][CH2:15][C:14]([N:11]1[CH2:10][CH2:9][NH:8][CH2:13][CH2:12]1)=[O:41]. (5) Given the reactants [OH:1][CH:2]1[CH2:5][N:4]([C:6]([N:8]2[CH2:13][CH:12]([C:14]3[CH:19]=[CH:18][C:17]([C:20]([F:23])([F:22])[F:21])=[CH:16][CH:15]=3)[CH2:11][CH:10]([C:24]([OH:26])=O)[CH2:9]2)=[O:7])[CH2:3]1.[F:27][C:28]1[C:29]([C:35](=[NH:38])[NH:36]O)=[N:30][CH:31]=[C:32]([F:34])[CH:33]=1, predict the reaction product. The product is: [F:27][C:28]1[C:29]([C:35]2[N:36]=[C:24]([CH:10]3[CH2:11][CH:12]([C:14]4[CH:15]=[CH:16][C:17]([C:20]([F:21])([F:23])[F:22])=[CH:18][CH:19]=4)[CH2:13][N:8]([C:6]([N:4]4[CH2:3][CH:2]([OH:1])[CH2:5]4)=[O:7])[CH2:9]3)[O:26][N:38]=2)=[N:30][CH:31]=[C:32]([F:34])[CH:33]=1. (6) Given the reactants [Cl:1][C:2]1[CH:3]=[CH:4][C:5]([C:8]2[NH:9][C:10]([CH:13]([C:21]3[CH:26]=[CH:25][C:24](SC)=[CH:23][N:22]=3)[CH2:14][CH:15]3[CH2:20][CH2:19][O:18][CH2:17][CH2:16]3)=[CH:11][CH:12]=2)=[N:6][CH:7]=1.O1CCC[CH2:30]1.O.O[O:36][S:37]([O-:39])=O.[K+], predict the reaction product. The product is: [Cl:1][C:2]1[CH:3]=[CH:4][C:5]([C:8]2[NH:9][C:10]([CH:13]([C:21]3[CH:26]=[CH:25][C:24]([S:37]([CH3:30])(=[O:39])=[O:36])=[CH:23][N:22]=3)[CH2:14][CH:15]3[CH2:16][CH2:17][O:18][CH2:19][CH2:20]3)=[CH:11][CH:12]=2)=[N:6][CH:7]=1.